This data is from Full USPTO retrosynthesis dataset with 1.9M reactions from patents (1976-2016). The task is: Predict the reactants needed to synthesize the given product. Given the product [Cl:23][C:24]1[CH:29]=[CH:28][C:27]([CH2:30][CH2:31][N:8]2[CH2:9][CH2:10][C:11](=[O:12])[N:4]([CH:1]3[CH2:2][CH2:3]3)[CH2:5][C:6]3[CH:16]=[C:15]([O:17][CH3:18])[CH:14]=[CH:13][C:7]2=3)=[CH:26][CH:25]=1, predict the reactants needed to synthesize it. The reactants are: [CH:1]1([N:4]2[C:11](=[O:12])[CH2:10][CH2:9][NH:8][C:7]3[CH:13]=[CH:14][C:15]([O:17][CH3:18])=[CH:16][C:6]=3[CH2:5]2)[CH2:3][CH2:2]1.C(O)(=O)C.[Cl:23][C:24]1[CH:29]=[CH:28][C:27]([CH2:30][CH:31]=O)=[CH:26][CH:25]=1.C(O[BH-](OC(=O)C)OC(=O)C)(=O)C.[Na+].C(=O)(O)[O-].[Na+].